From a dataset of Forward reaction prediction with 1.9M reactions from USPTO patents (1976-2016). Predict the product of the given reaction. Given the reactants [CH3:1][NH:2][C:3]([C:5]1[C:13]2[C:8](=[CH:9][C:10]([O:14]C)=[CH:11][CH:12]=2)[NH:7][C:6]=1[CH3:16])=[O:4].B(Br)(Br)Br, predict the reaction product. The product is: [CH3:1][NH:2][C:3]([C:5]1[C:13]2[C:8](=[CH:9][C:10]([OH:14])=[CH:11][CH:12]=2)[NH:7][C:6]=1[CH3:16])=[O:4].